Task: Predict hERG channel inhibition at various concentrations.. Dataset: hERG Central: cardiac toxicity at 1µM, 10µM, and general inhibition (1) The drug is O=C(O)C(=O)O.O=[N+]([O-])c1cccc(OCCN2CCC(Cc3ccccc3)CC2)c1. Results: hERG_inhib (hERG inhibition (general)): blocker. (2) The molecule is CCOc1ccc(C2c3[nH]c4ccccc4c3CCN2CCCn2cccn2)cc1. Results: hERG_inhib (hERG inhibition (general)): blocker. (3) The drug is CSc1ccc(CN(C)CC(=O)NCc2ccc(F)cc2)cc1. Results: hERG_inhib (hERG inhibition (general)): blocker. (4) The compound is O=C(COc1cccc2c1CCN(Cc1ccc(Cl)cc1)C2=O)N1CCOCC1. Results: hERG_inhib (hERG inhibition (general)): blocker.